This data is from Reaction yield outcomes from USPTO patents with 853,638 reactions. The task is: Predict the reaction yield, written as a fraction of the theoretical maximum amount of product (1.0 means a 100% yield; for example, 0.34 means a 34% yield). (1) The reactants are [Br:1][C@@H:2]1[CH2:7][CH2:6][CH2:5][CH2:4][C@H:3]1[OH:8].N1C=CN=C1.[CH3:14][C:15]([Si:18](Cl)([CH3:20])[CH3:19])([CH3:17])[CH3:16].O. The catalyst is CN(C=O)C. The product is [Br:1][C@@H:2]1[CH2:7][CH2:6][CH2:5][CH2:4][C@H:3]1[O:8][Si:18]([C:15]([CH3:17])([CH3:16])[CH3:14])([CH3:20])[CH3:19]. The yield is 0.720. (2) The reactants are Cl.[C:2]([S:21][CH2:22][CH2:23][NH2:24])([C:15]1[CH:20]=[CH:19][CH:18]=[CH:17][CH:16]=1)([C:9]1[CH:14]=[CH:13][CH:12]=[CH:11][CH:10]=1)[C:3]1[CH:8]=[CH:7][CH:6]=[CH:5][CH:4]=1.[CH3:25][O:26][C:27]1[CH:28]=[C:29]2[C:33](=[C:34]([NH:36][S:37]([C:40]3[S:41][CH:42]=[CH:43][CH:44]=3)(=[O:39])=[O:38])[CH:35]=1)[NH:32][C:31]([C:45](O)=[O:46])=[CH:30]2.N1(O)C2C=CC=CC=2N=N1.Cl.CN(C)CCCN=C=NCC. The catalyst is C(OCC)(=O)C.CN(C)C=O.C(N(CC)CC)C. The product is [CH3:25][O:26][C:27]1[CH:28]=[C:29]2[C:33](=[C:34]([NH:36][S:37]([C:40]3[S:41][CH:42]=[CH:43][CH:44]=3)(=[O:39])=[O:38])[CH:35]=1)[NH:32][C:31]([C:45]([NH:24][CH2:23][CH2:22][S:21][C:2]([C:9]1[CH:14]=[CH:13][CH:12]=[CH:11][CH:10]=1)([C:15]1[CH:16]=[CH:17][CH:18]=[CH:19][CH:20]=1)[C:3]1[CH:8]=[CH:7][CH:6]=[CH:5][CH:4]=1)=[O:46])=[CH:30]2. The yield is 0.950. (3) The reactants are [C:1](=[NH:25])([O:3][CH2:4][CH2:5][C:6]1[CH:11]=[CH:10][C:9]([O:12][C:13]2[CH:18]=[CH:17][C:16]([Cl:19])=[C:15]([O:20][C:21]([F:24])([F:23])[F:22])[CH:14]=2)=[CH:8][CH:7]=1)[NH2:2].[OH:26]/[CH:27]=[C:28](/[CH2:33][C:34]1[CH:35]=[N:36][CH:37]=[N:38][CH:39]=1)\[C:29](OC)=O.C([O-])([O-])=O.[Cs+].[Cs+]. The catalyst is O1CCOCC1. The product is [Cl:19][C:16]1[CH:17]=[CH:18][C:13]([O:12][C:9]2[CH:8]=[CH:7][C:6]([CH2:5][CH2:4][O:3][C:1]3[NH:2][CH:29]=[C:28]([CH2:33][C:34]4[CH:39]=[N:38][CH:37]=[N:36][CH:35]=4)[C:27](=[O:26])[N:25]=3)=[CH:11][CH:10]=2)=[CH:14][C:15]=1[O:20][C:21]([F:24])([F:22])[F:23]. The yield is 0.433. (4) The reactants are [CH3:1][CH2:2][O:3][C:4](/[C:6](/Cl)=[N:7]\[OH:8])=[O:5].CCN(CC)CC.[Cl:17][C:18](Cl)=[CH2:19]. No catalyst specified. The product is [CH2:2]([O:3][C:4]([C:6]1[CH:19]=[C:18]([Cl:17])[O:8][N:7]=1)=[O:5])[CH3:1]. The yield is 0.350. (5) The reactants are [CH2:1]([C:5]1[C:10]([CH2:11][NH2:12])=[C:9]([C:13]2[CH:18]=[CH:17][C:16]([CH3:19])=[CH:15][CH:14]=2)[C:8]([S:20]([C:23]2[CH:28]=[CH:27][C:26]([CH3:29])=[CH:25][CH:24]=2)(=[O:22])=[O:21])=[C:7]([CH3:30])[N:6]=1)[CH:2]([CH3:4])[CH3:3].O.[C:32]1([CH3:42])[CH:37]=[CH:36][C:35]([S:38]([OH:41])(=[O:40])=[O:39])=[CH:34][CH:33]=1. The catalyst is C(O)C. The product is [C:32]1([CH3:42])[CH:33]=[CH:34][C:35]([S:38]([OH:41])(=[O:39])=[O:40])=[CH:36][CH:37]=1.[CH2:1]([C:5]1[C:10]([CH2:11][NH2:12])=[C:9]([C:13]2[CH:18]=[CH:17][C:16]([CH3:19])=[CH:15][CH:14]=2)[C:8]([S:20]([C:23]2[CH:28]=[CH:27][C:26]([CH3:29])=[CH:25][CH:24]=2)(=[O:21])=[O:22])=[C:7]([CH3:30])[N:6]=1)[CH:2]([CH3:4])[CH3:3]. The yield is 0.630.